Dataset: Forward reaction prediction with 1.9M reactions from USPTO patents (1976-2016). Task: Predict the product of the given reaction. (1) Given the reactants [N:1]1[CH:2]=[C:3]([CH2:10][C:11]2[CH:22]=[CH:21][C:14]3[N:15]=[C:16](S(C)=O)[S:17][C:13]=3[CH:12]=2)[N:4]2[C:9]=1[CH:8]=[CH:7][CH:6]=[N:5]2.Cl.[NH2:24][C@@H:25]1[CH2:30][CH2:29][CH2:28][CH2:27][C@H:26]1[OH:31].CCN(C(C)C)C(C)C.CN1C(=O)CCC1, predict the reaction product. The product is: [N:1]1[CH:2]=[C:3]([CH2:10][C:11]2[CH:22]=[CH:21][C:14]3[N:15]=[C:16]([NH:24][C@@H:25]4[CH2:30][CH2:29][CH2:28][CH2:27][C@H:26]4[OH:31])[S:17][C:13]=3[CH:12]=2)[N:4]2[C:9]=1[CH:8]=[CH:7][CH:6]=[N:5]2. (2) Given the reactants [CH2:1]=[C:2]1[CH2:7][N:6](S(C2C=CC(C)=CC=2)(=O)=O)[CH2:5][C:4]2[CH:18]=[CH:19][S:20][C:3]1=2.CC([O-])(C)C.[K+], predict the reaction product. The product is: [CH3:1][C:2]1[C:3]2[S:20][CH:19]=[CH:18][C:4]=2[CH:5]=[N:6][CH:7]=1. (3) The product is: [CH:1]1([CH2:6][C@H:7]([C:11]2[CH:16]=[CH:15][C:14]([S:17]([CH3:20])(=[O:18])=[O:19])=[C:13]([O:21][CH3:22])[CH:12]=2)[C:8]([NH:29][C:30]2[CH:34]=[CH:33][N:32]([CH2:35][C:36]([OH:38])([CH3:37])[CH3:39])[N:31]=2)=[O:10])[CH2:2][CH2:3][CH2:4][CH2:5]1. Given the reactants [CH:1]1([CH2:6][C@H:7]([C:11]2[CH:16]=[CH:15][C:14]([S:17]([CH3:20])(=[O:19])=[O:18])=[C:13]([O:21][CH3:22])[CH:12]=2)[C:8]([OH:10])=O)[CH2:5][CH2:4][CH2:3][CH2:2]1.C(Cl)(=O)C(Cl)=O.[NH2:29][C:30]1[CH:34]=[CH:33][N:32]([CH2:35][C:36]([CH3:39])([OH:38])[CH3:37])[N:31]=1.N1C(C)=CC=CC=1C, predict the reaction product. (4) Given the reactants Br[C:2]1[CH:3]=[C:4]([C:15]#[N:16])[CH:5]=[C:6]2[C:10]=1[N:9]([CH3:11])[C:8]([C:12]([NH2:14])=[O:13])=[CH:7]2.[F:17][C:18]([F:29])([F:28])[C:19]1[CH:24]=[CH:23][C:22](B(O)O)=[CH:21][CH:20]=1, predict the reaction product. The product is: [C:15]([C:4]1[CH:5]=[C:6]2[C:10](=[C:2]([C:22]3[CH:23]=[CH:24][C:19]([C:18]([F:29])([F:28])[F:17])=[CH:20][CH:21]=3)[CH:3]=1)[N:9]([CH3:11])[C:8]([C:12]([NH2:14])=[O:13])=[CH:7]2)#[N:16]. (5) The product is: [CH3:1][O:2][C:3](=[O:44])[C:4]1[CH:5]=[CH:6][C:7]([O:10][CH2:11][CH2:12][C:13]2[C:21]3[C:16](=[CH:17][CH:18]=[C:19]([Cl:22])[CH:20]=3)[N:15]([CH:23]([C:30]3[CH:31]=[CH:32][CH:33]=[CH:34][CH:35]=3)[C:24]3[CH:29]=[CH:28][CH:27]=[CH:26][CH:25]=3)[C:14]=2[CH:36]=[CH:37][C:38]([OH:40])=[O:39])=[CH:8][CH:9]=1. Given the reactants [CH3:1][O:2][C:3](=[O:44])[C:4]1[CH:9]=[CH:8][C:7]([O:10][CH2:11][CH2:12][C:13]2[C:21]3[C:16](=[CH:17][CH:18]=[C:19]([Cl:22])[CH:20]=3)[N:15]([CH:23]([C:30]3[CH:35]=[CH:34][CH:33]=[CH:32][CH:31]=3)[C:24]3[CH:29]=[CH:28][CH:27]=[CH:26][CH:25]=3)[C:14]=2[CH:36]=[CH:37][C:38]([O:40]CC=C)=[O:39])=[CH:6][CH:5]=1.C1COCC1.N1CCOCC1, predict the reaction product. (6) Given the reactants [F:1][C:2]1[CH:7]=[CH:6][C:5]([CH:8]([C:12]2[CH:17]=[CH:16][C:15]([F:18])=[CH:14][CH:13]=2)[C:9]([OH:11])=O)=[CH:4][CH:3]=1.[NH2:19][CH2:20][CH2:21][CH2:22][N:23]1[CH2:28][CH2:27][CH:26]([C:29]2[CH:30]=[C:31]([NH:35][C:36](=[O:39])[CH2:37][CH3:38])[CH:32]=[CH:33][CH:34]=2)[CH2:25][CH2:24]1, predict the reaction product. The product is: [F:18][C:15]1[CH:16]=[CH:17][C:12]([CH:8]([C:5]2[CH:4]=[CH:3][C:2]([F:1])=[CH:7][CH:6]=2)[C:9]([NH:19][CH2:20][CH2:21][CH2:22][N:23]2[CH2:28][CH2:27][CH:26]([C:29]3[CH:30]=[C:31]([NH:35][C:36](=[O:39])[CH2:37][CH3:38])[CH:32]=[CH:33][CH:34]=3)[CH2:25][CH2:24]2)=[O:11])=[CH:13][CH:14]=1. (7) Given the reactants C[O:2][C:3](=[O:33])[CH:4]([NH:22][C:23](=[O:32])[C:24]1[C:29]([Cl:30])=[CH:28][CH:27]=[CH:26][C:25]=1[Cl:31])[CH2:5]/[CH:6]=[CH:7]/[C:8]1[CH:13]=[CH:12][C:11]([N:14]([CH3:21])[C:15]2[N:20]=[CH:19][CH:18]=[CH:17][N:16]=2)=[CH:10][CH:9]=1.O, predict the reaction product. The product is: [Cl:31][C:25]1[CH:26]=[CH:27][CH:28]=[C:29]([Cl:30])[C:24]=1[C:23]([NH:22][CH:4]([CH2:5]/[CH:6]=[CH:7]/[C:8]1[CH:9]=[CH:10][C:11]([N:14]([CH3:21])[C:15]2[N:16]=[CH:17][CH:18]=[CH:19][N:20]=2)=[CH:12][CH:13]=1)[C:3]([OH:33])=[O:2])=[O:32]. (8) Given the reactants [NH2:1][CH2:2][C:3]1([OH:13])[C:12]2[C:7](=[CH:8][CH:9]=[CH:10][CH:11]=2)[O:6][CH2:5][CH2:4]1.Cl[CH2:15][C:16](Cl)=O, predict the reaction product. The product is: [NH:1]1[CH2:16][CH2:15][O:13][C:3]2([C:12]3[C:7](=[CH:8][CH:9]=[CH:10][CH:11]=3)[O:6][CH2:5][CH2:4]2)[CH2:2]1.